The task is: Predict the reaction yield, written as a fraction of the theoretical maximum amount of product (1.0 means a 100% yield; for example, 0.34 means a 34% yield).. This data is from Reaction yield outcomes from USPTO patents with 853,638 reactions. (1) The yield is 0.940. The product is [Br:1][C:2]1[CH:3]=[C:4]([CH2:8][CH:9]2[CH2:14][CH2:13][N:12]([C:15]([O:17][C:18]([CH3:21])([CH3:20])[CH3:19])=[O:16])[CH2:11][CH2:10]2)[CH:5]=[CH:6][CH:7]=1. The reactants are [Br:1][C:2]1[CH:3]=[C:4]([CH:8]=[C:9]2[CH2:14][CH2:13][N:12]([C:15]([O:17][C:18]([CH3:21])([CH3:20])[CH3:19])=[O:16])[CH2:11][CH2:10]2)[CH:5]=[CH:6][CH:7]=1. The catalyst is C1COCC1. (2) The reactants are [CH:1](=O)[CH3:2].[C:4]([NH:7][C:8]([CH2:29][CH2:30][CH:31]1[CH2:40][C:39]2[C:34](=[CH:35][CH:36]=[CH:37][CH:38]=2)[CH2:33][NH:32]1)([CH2:16][CH2:17][CH2:18][CH2:19][B:20]1[O:24][C:23]([CH3:26])([CH3:25])[C:22]([CH3:28])([CH3:27])[O:21]1)[C:9]([NH:11][C:12]([CH3:15])([CH3:14])[CH3:13])=[O:10])(=[O:6])[CH3:5].C(O[BH-](OC(=O)C)OC(=O)C)(=O)C.[Na+]. The catalyst is ClCCl. The product is [C:4]([NH:7][C:8]([CH2:29][CH2:30][CH:31]1[CH2:40][C:39]2[C:34](=[CH:35][CH:36]=[CH:37][CH:38]=2)[CH2:33][N:32]1[CH2:1][CH3:2])([CH2:16][CH2:17][CH2:18][CH2:19][B:20]1[O:21][C:22]([CH3:27])([CH3:28])[C:23]([CH3:25])([CH3:26])[O:24]1)[C:9]([NH:11][C:12]([CH3:13])([CH3:14])[CH3:15])=[O:10])(=[O:6])[CH3:5]. The yield is 0.830. (3) The reactants are [C:1]([C:3]1[CH:8]=[C:7]([CH2:9][CH2:10][NH:11][C:12](=[O:18])[O:13][C:14]([CH3:17])([CH3:16])[CH3:15])[CH:6]=[CH:5][N:4]=1)#[N:2].[C:19](OC)(=[O:27])[C:20]1[C:21](=[CH:23][CH:24]=[CH:25][CH:26]=1)[SH:22].C(N(CC)CC)C. The catalyst is C1(C)C=CC=CC=1. The product is [O:27]=[C:19]1[C:20]2[CH:26]=[CH:25][CH:24]=[CH:23][C:21]=2[S:22][C:1]([C:3]2[CH:8]=[C:7]([CH2:9][CH2:10][NH:11][C:12](=[O:18])[O:13][C:14]([CH3:15])([CH3:17])[CH3:16])[CH:6]=[CH:5][N:4]=2)=[N:2]1. The yield is 0.710. (4) The reactants are C(OC([NH:8][CH2:9][CH:10]1[CH2:15][CH2:14][N:13]([C:16]2[N:20]([CH3:21])[N:19]=[CH:18][C:17]=2[NH:22][C:23]([C:25]2[N:26]=[C:27](Br)[S:28][C:29]=2[NH:30]C(=O)OC(C)(C)C)=[O:24])[CH2:12][CH2:11]1)=O)CCC.[CH:39]1(/[CH:45]=[CH:46]/B(O)O)[CH2:44][CH2:43][CH2:42][CH2:41][CH2:40]1. No catalyst specified. The product is [NH2:30][C:29]1[S:28][C:27](/[CH:46]=[CH:45]/[CH:39]2[CH2:44][CH2:43][CH2:42][CH2:41][CH2:40]2)=[N:26][C:25]=1[C:23]([NH:22][C:17]1[CH:18]=[N:19][N:20]([CH3:21])[C:16]=1[N:13]1[CH2:12][CH2:11][CH:10]([CH2:9][NH2:8])[CH2:15][CH2:14]1)=[O:24]. The yield is 0.200. (5) The reactants are [N+:1]([C:4]1[CH:13]=[CH:12][CH:11]=[C:10]2[C:5]=1[CH:6]=[CH:7][C:8](=[O:14])[NH:9]2)([O-])=O. The catalyst is CO.[OH-].[Pd+2].[OH-]. The product is [NH2:1][C:4]1[CH:13]=[CH:12][CH:11]=[C:10]2[C:5]=1[CH2:6][CH2:7][C:8](=[O:14])[NH:9]2. The yield is 0.530. (6) The reactants are FC(F)(F)C(O)=O.[CH2:8]([O:10][C:11]1[CH:12]=[CH:13][C:14]([F:42])=[C:15]([C:17]2[CH:22]=[C:21]([CH3:23])[N:20]=[C:19]([C:24]#[C:25][CH2:26][C@@:27]3([NH:34]C(=O)OC(C)(C)C)[CH2:31][CH2:30][N:29]([CH3:32])[C:28]3=[O:33])[N:18]=2)[CH:16]=1)[CH3:9].C([O-])([O-])=O.[K+].[K+]. The catalyst is C(Cl)Cl. The product is [NH2:34][C@:27]1([CH2:26][C:25]#[C:24][C:19]2[N:18]=[C:17]([C:15]3[CH:16]=[C:11]([O:10][CH2:8][CH3:9])[CH:12]=[CH:13][C:14]=3[F:42])[CH:22]=[C:21]([CH3:23])[N:20]=2)[CH2:31][CH2:30][N:29]([CH3:32])[C:28]1=[O:33]. The yield is 0.932. (7) The reactants are [Si:1]([O:8][CH2:9][C@H:10]([CH2:26][CH2:27][CH2:28][OH:29])[CH2:11][C@H:12]1[CH2:16][O:15][C:14]([CH3:18])([CH3:17])[N:13]1[C:19]([O:21][C:22]([CH3:25])([CH3:24])[CH3:23])=[O:20])([C:4]([CH3:7])([CH3:6])[CH3:5])([CH3:3])[CH3:2].CCN(CC)CC.[CH3:37][S:38](Cl)(=[O:40])=[O:39]. The catalyst is C(Cl)Cl. The product is [Si:1]([O:8][CH2:9][C@H:10]([CH2:26][CH2:27][CH2:28][O:29][S:38]([CH3:37])(=[O:40])=[O:39])[CH2:11][C@H:12]1[CH2:16][O:15][C:14]([CH3:18])([CH3:17])[N:13]1[C:19]([O:21][C:22]([CH3:25])([CH3:24])[CH3:23])=[O:20])([C:4]([CH3:7])([CH3:6])[CH3:5])([CH3:3])[CH3:2]. The yield is 1.00. (8) The reactants are [CH3:1][C:2]1[CH:7]=[C:6]([NH:8][CH2:9][C:10]2[CH:15]=[CH:14][C:13]([C:16]([F:19])([F:18])[F:17])=[CH:12][CH:11]=2)[CH:5]=[C:4]([CH3:20])[C:3]=1[NH:21][C:22](=[O:24])[CH3:23].C=O.[C:27]([BH3-])#N.[Na+]. The catalyst is CO.C(O)(=O)C. The product is [CH3:1][C:2]1[CH:7]=[C:6]([N:8]([CH3:27])[CH2:9][C:10]2[CH:15]=[CH:14][C:13]([C:16]([F:18])([F:19])[F:17])=[CH:12][CH:11]=2)[CH:5]=[C:4]([CH3:20])[C:3]=1[NH:21][C:22](=[O:24])[CH3:23]. The yield is 0.600.